Dataset: Reaction yield outcomes from USPTO patents with 853,638 reactions. Task: Predict the reaction yield, written as a fraction of the theoretical maximum amount of product (1.0 means a 100% yield; for example, 0.34 means a 34% yield). (1) The reactants are C(O[C:4](=[O:32])[C:5]1[CH:10]=[C:9](C2C=CC=C(C(F)(F)F)C=2)[C:8]([OH:21])=[C:7]([C:22]2[CH:27]=[CH:26][CH:25]=[C:24]([C:28]([F:31])([F:30])[F:29])[CH:23]=2)[CH:6]=1)C.S(Cl)(Cl)=O.[C:37]1(NCCCCCCCC)[CH:42]=[CH:41][CH:40]=[CH:39][CH:38]=1.C([N:54]([CH2:57][CH3:58])CC)C.Cl. The product is [C:7]1([CH2:22][CH2:23][CH2:24][CH2:25][CH2:26][CH2:27][CH2:58][CH2:57][NH:54][C:4]([C:5]2[CH:10]=[C:9]([C:41]3[CH:40]=[CH:39][CH:38]=[C:37]([C:28]([F:29])([F:30])[F:31])[CH:42]=3)[C:8]([OH:21])=[C:7]([C:22]3[CH:27]=[CH:26][CH:25]=[C:24]([C:28]([F:29])([F:30])[F:31])[CH:23]=3)[CH:6]=2)=[O:32])[CH:8]=[CH:9][CH:10]=[CH:5][CH:6]=1. The yield is 0.860. No catalyst specified. (2) The reactants are F[C:2]1[C:3]([CH3:22])=[N:4][C:5]2[C:10]([N:11]=1)=[C:9]([C:12]1[NH:20][C:19]3[CH2:18][CH2:17][NH:16][C:15](=[O:21])[C:14]=3[CH:13]=1)[CH:8]=[CH:7][CH:6]=2.[CH3:23][C:24]([SH:27])([CH3:26])[CH3:25]. No catalyst specified. The product is [C:24]([S:27][C:2]1[C:3]([CH3:22])=[N:4][C:5]2[C:10]([N:11]=1)=[C:9]([C:12]1[NH:20][C:19]3[CH2:18][CH2:17][NH:16][C:15](=[O:21])[C:14]=3[CH:13]=1)[CH:8]=[CH:7][CH:6]=2)([CH3:26])([CH3:25])[CH3:23]. The yield is 0.260. (3) The catalyst is C(Cl)Cl. The product is [Br:1][C:2]1[C:3]([N:18]2[CH2:23][CH2:22][CH:21]([C:24]3[CH:29]=[CH:28][CH:27]=[CH:26][CH:25]=3)[CH2:20][CH2:19]2)=[C:4]([C@H:10]([O:17][C:4]([CH3:10])([CH3:5])[CH3:3])[C:11]([O:13][CH:14]([CH3:16])[CH3:15])=[O:12])[C:5]([CH3:9])=[N:6][C:7]=1[CH3:8]. The yield is 0.444. The reactants are [Br:1][C:2]1[C:3]([N:18]2[CH2:23][CH2:22][CH:21]([C:24]3[CH:29]=[CH:28][CH:27]=[CH:26][CH:25]=3)[CH2:20][CH2:19]2)=[C:4]([C@H:10]([OH:17])[C:11]([O:13][CH:14]([CH3:16])[CH3:15])=[O:12])[C:5]([CH3:9])=[N:6][C:7]=1[CH3:8].